This data is from Reaction yield outcomes from USPTO patents with 853,638 reactions. The task is: Predict the reaction yield, written as a fraction of the theoretical maximum amount of product (1.0 means a 100% yield; for example, 0.34 means a 34% yield). (1) The reactants are [CH3:1][NH:2][CH2:3][C@@H:4]([C@H:6]([C@@H:8]([C@@H:10]([CH2:12][OH:13])[OH:11])[OH:9])[OH:7])[OH:5].CO[C:16](=[O:28])[CH2:17][CH2:18][CH2:19][CH2:20][CH2:21][CH2:22][CH2:23][CH2:24][CH2:25][CH2:26][CH3:27].C[O-].[Na+]. The catalyst is CO. The product is [C:16]([N:2]([CH3:1])[CH2:3][C@@H:4]([C@H:6]([C@@H:8]([C@@H:10]([CH2:12][OH:13])[OH:11])[OH:9])[OH:7])[OH:5])(=[O:28])[CH2:17][CH2:18][CH2:19][CH2:20][CH2:21][CH2:22][CH2:23][CH2:24][CH2:25][CH2:26][CH3:27]. The yield is 0.807. (2) The catalyst is C1COCC1.[Cl-].[Cl-].[Zn+2].C1C=CC([P]([Pd]([P](C2C=CC=CC=2)(C2C=CC=CC=2)C2C=CC=CC=2)([P](C2C=CC=CC=2)(C2C=CC=CC=2)C2C=CC=CC=2)[P](C2C=CC=CC=2)(C2C=CC=CC=2)C2C=CC=CC=2)(C2C=CC=CC=2)C2C=CC=CC=2)=CC=1. The reactants are [Li]CCCC.Br[C:7]1[CH:8]=[CH:9][C:10]([O:13][CH2:14][CH2:15][O:16][C:17]2[C:22]([Cl:23])=[CH:21][C:20]([CH3:24])=[CH:19][C:18]=2[Cl:25])=[N:11][CH:12]=1.[CH3:26][O:27][C:28]([C:30]1[CH2:31][N:32]([C:44]([O:46][C:47]([CH3:50])([CH3:49])[CH3:48])=[O:45])[CH2:33][CH2:34][C:35]=1OS(C(F)(F)F)(=O)=O)=[O:29].[NH4+].[Cl-]. The product is [CH3:26][O:27][C:28]([C:30]1[CH2:31][N:32]([C:44]([O:46][C:47]([CH3:50])([CH3:49])[CH3:48])=[O:45])[CH2:33][CH2:34][C:35]=1[C:7]1[CH:12]=[N:11][C:10]([O:13][CH2:14][CH2:15][O:16][C:17]2[C:22]([Cl:23])=[CH:21][C:20]([CH3:24])=[CH:19][C:18]=2[Cl:25])=[CH:9][CH:8]=1)=[O:29]. The yield is 0.700. (3) The reactants are C(O[C:9](=[O:25])[NH:10][C:11]1[CH:16]=[CH:15][C:14]([N:17]2[CH2:21][CH2:20][CH:19]([C:22]#[N:23])[CH2:18]2)=[C:13]([F:24])[CH:12]=1)C1C=CC=CC=1.[CH3:26][C:27](C)([O-:29])[CH3:28].[Li+].[Cl-].[NH4+:33].[O:34]1CC[CH2:36][CH2:35]1. The catalyst is CN(C)C=O.CO.BrC[C@@H](OC(=O)C)CNC(=O)C. The product is [F:24][C:13]1[CH:12]=[C:11]([N:10]2[CH2:26][C@H:27]([CH2:28][NH:33][C:35](=[O:34])[CH3:36])[O:29][C:9]2=[O:25])[CH:16]=[CH:15][C:14]=1[N:17]1[CH2:21][CH2:20][CH:19]([C:22]#[N:23])[CH2:18]1. The yield is 0.630. (4) The reactants are [F:1][C:2]([F:20])([F:19])[C:3]1[C:4]([NH2:18])=[N:5][CH:6]=[C:7]([C:9]2[S:13][C:12]3=[N:14][CH:15]=[C:16](I)[N:11]3[N:10]=2)[CH:8]=1.[CH3:21][S:22]([C:25]1[CH:30]=[CH:29][C:28](B(O)O)=[CH:27][CH:26]=1)(=[O:24])=[O:23].C([O-])([O-])=O.[Na+].[Na+]. The catalyst is O1CCOCC1.Cl[Pd](Cl)([P](C1C=CC=CC=1)(C1C=CC=CC=1)C1C=CC=CC=1)[P](C1C=CC=CC=1)(C1C=CC=CC=1)C1C=CC=CC=1. The product is [CH3:21][S:22]([C:25]1[CH:30]=[CH:29][C:28]([C:16]2[N:11]3[C:12]([S:13][C:9]([C:7]4[CH:8]=[C:3]([C:2]([F:20])([F:19])[F:1])[C:4]([NH2:18])=[N:5][CH:6]=4)=[N:10]3)=[N:14][CH:15]=2)=[CH:27][CH:26]=1)(=[O:24])=[O:23]. The yield is 0.570. (5) The reactants are FC(F)(F)S(O[C:7]1[CH2:14][CH:13]2[CH2:15][CH:9]([CH2:10][N:11]([C:16]([O:18][CH2:19][CH3:20])=[O:17])[CH2:12]2)[CH:8]=1)(=O)=O.C(=O)([O-])[O-].[Na+].[Na+].[Cl-].[Li+].[O:31]([C:38]1[CH:39]=[C:40](B(O)O)[CH:41]=[N:42][CH:43]=1)[C:32]1[CH:37]=[CH:36][CH:35]=[CH:34][CH:33]=1. The catalyst is C(COC)OC.O.C1C=CC([P]([Pd]([P](C2C=CC=CC=2)(C2C=CC=CC=2)C2C=CC=CC=2)([P](C2C=CC=CC=2)(C2C=CC=CC=2)C2C=CC=CC=2)[P](C2C=CC=CC=2)(C2C=CC=CC=2)C2C=CC=CC=2)(C2C=CC=CC=2)C2C=CC=CC=2)=CC=1. The product is [O:31]([C:38]1[CH:39]=[C:40]([C:7]2[CH2:14][CH:13]3[CH2:15][CH:9]([CH2:10][N:11]([C:16]([O:18][CH2:19][CH3:20])=[O:17])[CH2:12]3)[CH:8]=2)[CH:41]=[N:42][CH:43]=1)[C:32]1[CH:33]=[CH:34][CH:35]=[CH:36][CH:37]=1. The yield is 0.870. (6) The reactants are [CH:1]([C@@H:14]1[CH2:16][O:15]1)([C:8]1[CH:13]=[CH:12][CH:11]=[CH:10][CH:9]=1)[C:2]1[CH:7]=[CH:6][CH:5]=[CH:4][CH:3]=1.[CH:17]([Mg]Br)=[CH2:18]. The catalyst is C1COCC1.[Cu]I. The product is [C:2]1([CH:1]([C:8]2[CH:13]=[CH:12][CH:11]=[CH:10][CH:9]=2)[C@@H:14]([OH:15])[CH2:16][CH:17]=[CH2:18])[CH:7]=[CH:6][CH:5]=[CH:4][CH:3]=1. The yield is 0.700.